Dataset: NCI-60 drug combinations with 297,098 pairs across 59 cell lines. Task: Regression. Given two drug SMILES strings and cell line genomic features, predict the synergy score measuring deviation from expected non-interaction effect. (1) Drug 1: CCC1=CC2CC(C3=C(CN(C2)C1)C4=CC=CC=C4N3)(C5=C(C=C6C(=C5)C78CCN9C7C(C=CC9)(C(C(C8N6C)(C(=O)OC)O)OC(=O)C)CC)OC)C(=O)OC.C(C(C(=O)O)O)(C(=O)O)O. Drug 2: CC1C(C(CC(O1)OC2CC(CC3=C2C(=C4C(=C3O)C(=O)C5=C(C4=O)C(=CC=C5)OC)O)(C(=O)C)O)N)O.Cl. Cell line: SN12C. Synergy scores: CSS=53.0, Synergy_ZIP=-3.88, Synergy_Bliss=1.15, Synergy_Loewe=2.36, Synergy_HSA=3.45. (2) Drug 1: C1=CC(=C2C(=C1NCCNCCO)C(=O)C3=C(C=CC(=C3C2=O)O)O)NCCNCCO. Drug 2: C1=C(C(=O)NC(=O)N1)F. Cell line: CCRF-CEM. Synergy scores: CSS=56.8, Synergy_ZIP=-5.37, Synergy_Bliss=-7.26, Synergy_Loewe=-10.7, Synergy_HSA=-1.82. (3) Drug 1: C1=NC2=C(N=C(N=C2N1C3C(C(C(O3)CO)O)O)F)N. Drug 2: CC1C(C(CC(O1)OC2CC(OC(C2O)C)OC3=CC4=CC5=C(C(=O)C(C(C5)C(C(=O)C(C(C)O)O)OC)OC6CC(C(C(O6)C)O)OC7CC(C(C(O7)C)O)OC8CC(C(C(O8)C)O)(C)O)C(=C4C(=C3C)O)O)O)O. Cell line: LOX IMVI. Synergy scores: CSS=47.3, Synergy_ZIP=0.819, Synergy_Bliss=-1.66, Synergy_Loewe=-23.6, Synergy_HSA=-4.66. (4) Cell line: EKVX. Drug 2: CCC1(CC2CC(C3=C(CCN(C2)C1)C4=CC=CC=C4N3)(C5=C(C=C6C(=C5)C78CCN9C7C(C=CC9)(C(C(C8N6C=O)(C(=O)OC)O)OC(=O)C)CC)OC)C(=O)OC)O.OS(=O)(=O)O. Drug 1: C1=CC(=CC=C1CCCC(=O)O)N(CCCl)CCCl. Synergy scores: CSS=2.19, Synergy_ZIP=1.31, Synergy_Bliss=0.0167, Synergy_Loewe=-41.2, Synergy_HSA=-2.67. (5) Drug 1: COC1=C2C(=CC3=C1OC=C3)C=CC(=O)O2. Drug 2: C1C(C(OC1N2C=NC3=C2NC=NCC3O)CO)O. Cell line: M14. Synergy scores: CSS=4.81, Synergy_ZIP=3.53, Synergy_Bliss=-4.82, Synergy_Loewe=0.330, Synergy_HSA=-3.33. (6) Drug 1: CS(=O)(=O)CCNCC1=CC=C(O1)C2=CC3=C(C=C2)N=CN=C3NC4=CC(=C(C=C4)OCC5=CC(=CC=C5)F)Cl. Drug 2: C1=CN(C=N1)CC(O)(P(=O)(O)O)P(=O)(O)O. Cell line: HOP-62. Synergy scores: CSS=4.04, Synergy_ZIP=2.41, Synergy_Bliss=6.61, Synergy_Loewe=3.36, Synergy_HSA=1.91. (7) Drug 1: C1=CC(=CC=C1CCC2=CNC3=C2C(=O)NC(=N3)N)C(=O)NC(CCC(=O)O)C(=O)O. Drug 2: CCC(=C(C1=CC=CC=C1)C2=CC=C(C=C2)OCCN(C)C)C3=CC=CC=C3.C(C(=O)O)C(CC(=O)O)(C(=O)O)O. Cell line: ACHN. Synergy scores: CSS=22.5, Synergy_ZIP=-0.974, Synergy_Bliss=4.01, Synergy_Loewe=-7.13, Synergy_HSA=3.07. (8) Drug 1: CCC1(CC2CC(C3=C(CCN(C2)C1)C4=CC=CC=C4N3)(C5=C(C=C6C(=C5)C78CCN9C7C(C=CC9)(C(C(C8N6C)(C(=O)OC)O)OC(=O)C)CC)OC)C(=O)OC)O.OS(=O)(=O)O. Drug 2: C1CNP(=O)(OC1)N(CCCl)CCCl. Cell line: OVCAR-8. Synergy scores: CSS=-0.699, Synergy_ZIP=2.05, Synergy_Bliss=2.38, Synergy_Loewe=-1.22, Synergy_HSA=0.687. (9) Drug 1: CCCCCOC(=O)NC1=NC(=O)N(C=C1F)C2C(C(C(O2)C)O)O. Drug 2: C1=CC=C(C(=C1)C(C2=CC=C(C=C2)Cl)C(Cl)Cl)Cl. Cell line: SF-295. Synergy scores: CSS=-1.78, Synergy_ZIP=0.989, Synergy_Bliss=-1.36, Synergy_Loewe=-0.375, Synergy_HSA=-3.39. (10) Drug 1: C1=NC2=C(N=C(N=C2N1C3C(C(C(O3)CO)O)O)F)N. Drug 2: C(CC(=O)O)C(=O)CN.Cl. Cell line: NCI-H460. Synergy scores: CSS=6.63, Synergy_ZIP=-1.97, Synergy_Bliss=-1.99, Synergy_Loewe=-1.19, Synergy_HSA=-3.22.